This data is from Catalyst prediction with 721,799 reactions and 888 catalyst types from USPTO. The task is: Predict which catalyst facilitates the given reaction. Reactant: [C:1]([O:5][C:6]([N:8]1[C@@H:13]([C@@H:14]([O:40]CC2C=CC=CC=2)[C@@H:15]([N:25](CC2C=CC=CC=2)CC2C=CC=CC=2)[CH2:16][C:17]2[CH:22]=[C:21]([F:23])[CH:20]=[C:19]([F:24])[CH:18]=2)[CH2:12][O:11][C@@H:10]([CH2:48][O:49][CH:50]2[CH2:55][CH2:54][CH2:53][CH2:52][CH2:51]2)[CH2:9]1)=[O:7])([CH3:4])([CH3:3])[CH3:2].[H][H]. Product: [C:1]([O:5][C:6]([N:8]1[C@@H:13]([C@@H:14]([OH:40])[C@@H:15]([NH2:25])[CH2:16][C:17]2[CH:22]=[C:21]([F:23])[CH:20]=[C:19]([F:24])[CH:18]=2)[CH2:12][O:11][C@@H:10]([CH2:48][O:49][CH:50]2[CH2:55][CH2:54][CH2:53][CH2:52][CH2:51]2)[CH2:9]1)=[O:7])([CH3:4])([CH3:2])[CH3:3]. The catalyst class is: 261.